This data is from Full USPTO retrosynthesis dataset with 1.9M reactions from patents (1976-2016). The task is: Predict the reactants needed to synthesize the given product. (1) The reactants are: [O:1]1[C:5]2([CH2:10][CH2:9][CH:8]([OH:11])[CH2:7][CH2:6]2)[O:4][CH2:3][CH2:2]1.[CH3:12][S:13](Cl)(=[O:15])=[O:14]. Given the product [CH3:12][S:13]([O:11][CH:8]1[CH2:9][CH2:10][C:5]2([O:4][CH2:3][CH2:2][O:1]2)[CH2:6][CH2:7]1)(=[O:15])=[O:14], predict the reactants needed to synthesize it. (2) Given the product [CH3:12][O:11][C:4]1[N:3]=[C:2]2[N:13]3[CH2:17][CH2:16][CH2:15][C:14]3=[N:8][C:7]2=[CH:6][CH:5]=1, predict the reactants needed to synthesize it. The reactants are: Cl[C:2]1[C:7]([N+:8]([O-])=O)=[CH:6][CH:5]=[C:4]([O:11][CH3:12])[N:3]=1.[NH:13]1[CH2:17][CH2:16][CH2:15][C:14]1=O. (3) Given the product [F:36][C:37]1[CH:42]=[CH:41][C:40]([C:43]2[C:51]3[C:46](=[CH:47][CH:48]=[CH:49][CH:50]=3)[N:45]([CH:52]([CH3:53])[CH3:54])[C:44]=2/[CH:55]=[CH:56]/[C:57]#[N:58])=[CH:39][CH:38]=1, predict the reactants needed to synthesize it. The reactants are: FC1C=CC(C2C3C(=CC=CC=3)N(C(C)C)C=2)=CC=1.P(Cl)(Cl)(Cl)=O.CO/C=C/C#N.C(=O)([O-])O.[Na+].[F:36][C:37]1[CH:42]=[CH:41][C:40]([C:43]2[C:51]3[C:46](=[CH:47][CH:48]=[CH:49][CH:50]=3)[N:45]([CH:52]([CH3:54])[CH3:53])[C:44]=2[CH:55]=[CH:56][C:57]#[N:58])=[CH:39][CH:38]=1. (4) The reactants are: [CH3:1][C:2]1[CH:8]=[CH:7][C:5]([NH2:6])=[CH:4][C:3]=1[N:9]1[C:16]2[N:12]([N:13]=[C:14]([C:17]3[CH:18]=[N:19][CH:20]=[CH:21][CH:22]=3)[CH:15]=2)[CH:11]=[CH:10]1.[OH:23][C:24]1[CH:25]=[C:26]([CH:30]=[C:31]([S:33]([F:38])([F:37])([F:36])([F:35])[F:34])[CH:32]=1)[C:27](O)=[O:28].CN(C(ON1N=NC2C=CC=NC1=2)=[N+](C)C)C.F[P-](F)(F)(F)(F)F.C(N(CC)C(C)C)(C)C. Given the product [OH:23][C:24]1[CH:25]=[C:26]([CH:30]=[C:31]([S:33]([F:38])([F:34])([F:35])([F:36])[F:37])[CH:32]=1)[C:27]([NH:6][C:5]1[CH:7]=[CH:8][C:2]([CH3:1])=[C:3]([N:9]2[C:16]3[N:12]([N:13]=[C:14]([C:17]4[CH:18]=[N:19][CH:20]=[CH:21][CH:22]=4)[CH:15]=3)[CH:11]=[CH:10]2)[CH:4]=1)=[O:28], predict the reactants needed to synthesize it. (5) Given the product [CH3:1][C:2]1[C:3]([N+:15]([O-:17])=[O:16])=[C:4]([C:5]2[NH:6][CH2:10][CH2:9][O:8][N:7]=2)[CH:12]=[CH:13][CH:14]=1, predict the reactants needed to synthesize it. The reactants are: [CH3:1][C:2]1[C:3]([N+:15]([O-:17])=[O:16])=[C:4]([CH:12]=[CH:13][CH:14]=1)[C:5]([NH:7][O:8][CH2:9][CH2:10]Cl)=[NH:6].[H-].[Na+]. (6) Given the product [F:12][C:13]([F:24])([F:25])[O:14][C:15]1[CH:23]=[CH:22][C:18]([C:19]2[O:20][CH:2]=[C:3]([C:5]3[CH:10]=[CH:9][C:8]([OH:11])=[CH:7][CH:6]=3)[N:21]=2)=[CH:17][CH:16]=1, predict the reactants needed to synthesize it. The reactants are: Br[CH2:2][C:3]([C:5]1[CH:10]=[CH:9][C:8]([OH:11])=[CH:7][CH:6]=1)=O.[F:12][C:13]([F:25])([F:24])[O:14][C:15]1[CH:23]=[CH:22][C:18]([C:19]([NH2:21])=[O:20])=[CH:17][CH:16]=1.O. (7) Given the product [C:53]([NH:57][C:41]([C:25]1[S:26][C:27]2[N:28]=[C:29]([CH3:40])[N:30]=[C:31]([C:33]3[CH:38]=[CH:37][CH:36]=[C:35]([NH2:39])[CH:34]=3)[C:32]=2[C:24]=1[NH2:23])=[S:42])([CH3:56])([CH3:55])[CH3:54], predict the reactants needed to synthesize it. The reactants are: CN(C(ON1N=NC2C=CC=CC1=2)=[N+](C)C)C.[B-](F)(F)(F)F.[NH2:23][C:24]1[C:32]2[C:31]([C:33]3[CH:38]=[CH:37][CH:36]=[C:35]([NH2:39])[CH:34]=3)=[N:30][C:29]([CH3:40])=[N:28][C:27]=2[S:26][C:25]=1[C:41](O)=[S:42].CCN(C(C)C)C(C)C.[C:53]([NH2:57])([CH3:56])([CH3:55])[CH3:54]. (8) Given the product [CH3:1][N:2]1[C:10]2[C:5](=[CH:6][C:7]([C:11]3[N:16]4[N:17]=[C:18]([NH:20][C:22]5[CH:23]=[C:24]6[C:28](=[CH:29][CH:30]=5)[NH:27][C:26](=[O:31])[CH2:25]6)[N:19]=[C:15]4[CH:14]=[N:13][CH:12]=3)=[CH:8][CH:9]=2)[CH:4]=[N:3]1, predict the reactants needed to synthesize it. The reactants are: [CH3:1][N:2]1[C:10]2[C:5](=[CH:6][C:7]([C:11]3[N:16]4[N:17]=[C:18]([NH2:20])[N:19]=[C:15]4[CH:14]=[N:13][CH:12]=3)=[CH:8][CH:9]=2)[CH:4]=[N:3]1.Br[C:22]1[CH:23]=[C:24]2[C:28](=[CH:29][CH:30]=1)[NH:27][C:26](=[O:31])[CH2:25]2.CC(C1C=C(C(C)C)C(C2C(P(C3CCCCC3)C3CCCCC3)=C(OC)C=CC=2OC)=C(C(C)C)C=1)C. (9) Given the product [CH3:12][O:11][C:9](=[O:10])[CH:8]([N:7]([C:41]([O:40][C:37]([CH3:39])([CH3:38])[CH3:36])=[O:42])[C:5](=[O:6])[CH2:4][N:1]=[N+:2]=[N-:3])[CH2:13][S:14][CH2:15][C:16]1[CH:21]=[CH:20][CH:19]=[C:18]([O:22][CH2:23][CH2:24][O:25][S:26]([C:29]2[CH:30]=[CH:31][C:32]([CH3:33])=[CH:34][CH:35]=2)(=[O:27])=[O:28])[CH:17]=1, predict the reactants needed to synthesize it. The reactants are: [N:1]([CH2:4][C:5]([NH:7][CH:8]([CH2:13][S:14][CH2:15][C:16]1[CH:21]=[CH:20][CH:19]=[C:18]([O:22][CH2:23][CH2:24][O:25][S:26]([C:29]2[CH:35]=[CH:34][C:32]([CH3:33])=[CH:31][CH:30]=2)(=[O:28])=[O:27])[CH:17]=1)[C:9]([O:11][CH3:12])=[O:10])=[O:6])=[N+:2]=[N-:3].[CH3:36][C:37]([O:40][C:41](O[C:41]([O:40][C:37]([CH3:39])([CH3:38])[CH3:36])=[O:42])=[O:42])([CH3:39])[CH3:38]. (10) Given the product [CH3:25][O:24][C:22]1[C:9]2[C:5](=[C:4]([CH3:14])[C:3]([O:2][CH3:1])=[C:11]([O:12][CH3:13])[CH:10]=2)[CH:6]=[C:20]([C:19]([OH:27])=[O:26])[CH:21]=1, predict the reactants needed to synthesize it. The reactants are: [CH3:1][O:2][C:3]1[C:4]([CH3:14])=[C:5]([CH:9]=[CH:10][C:11]=1[O:12][CH3:13])[C:6](O)=O.O=S(Cl)Cl.[C:19]([O:27]C)(=[O:26])[CH2:20][CH2:21][C:22]([O:24][CH3:25])=O.